From a dataset of Full USPTO retrosynthesis dataset with 1.9M reactions from patents (1976-2016). Predict the reactants needed to synthesize the given product. (1) Given the product [CH3:1][O:2][C:3]1[CH:4]=[CH:5][C:6]([C:9]2[C:10]([O:20][C:21]3[CH:26]=[CH:25][C:24]([O:27][CH2:28][CH2:29][CH2:30][CH2:31][S:32]([CH2:33][CH2:34][CH2:35][C:36]([F:41])([F:42])[C:37]([F:40])([F:39])[F:38])=[O:44])=[CH:23][CH:22]=3)=[C:11]3[C:16](=[CH:17][CH:18]=2)[CH:15]=[C:14]([OH:19])[CH:13]=[CH:12]3)=[CH:7][CH:8]=1, predict the reactants needed to synthesize it. The reactants are: [CH3:1][O:2][C:3]1[CH:8]=[CH:7][C:6]([C:9]2[C:10]([O:20][C:21]3[CH:26]=[CH:25][C:24]([O:27][CH2:28][CH2:29][CH2:30][CH2:31][S:32][CH2:33][CH2:34][CH2:35][C:36]([F:42])([F:41])[C:37]([F:40])([F:39])[F:38])=[CH:23][CH:22]=3)=[C:11]3[C:16](=[CH:17][CH:18]=2)[CH:15]=[C:14]([OH:19])[CH:13]=[CH:12]3)=[CH:5][CH:4]=1.I([O-])(=O)(=O)=[O:44].[Na+]. (2) The reactants are: [C:1]1([C:8]([O:10]C)=[O:9])([C:4]([O:6][CH3:7])=[O:5])[CH2:3][CH2:2]1.[OH-].[Na+].O. Given the product [CH3:7][O:6][C:4]([C:1]1([C:8]([OH:10])=[O:9])[CH2:3][CH2:2]1)=[O:5], predict the reactants needed to synthesize it. (3) The reactants are: FC1C=CC(CN2CCNCC2(C)C)=CC=1.[NH:17]1[CH2:22][CH2:21][NH:20][CH2:19][C:18]1=[O:23].[C:24](Cl)([C:37]1[CH:42]=[CH:41][CH:40]=[CH:39][CH:38]=1)([C:31]1[CH:36]=[CH:35][CH:34]=[CH:33][CH:32]=1)[C:25]1[CH:30]=[CH:29][CH:28]=[CH:27][CH:26]=1. Given the product [C:24]([N:20]1[CH2:21][CH2:22][NH:17][C:18](=[O:23])[CH2:19]1)([C:25]1[CH:30]=[CH:29][CH:28]=[CH:27][CH:26]=1)([C:37]1[CH:38]=[CH:39][CH:40]=[CH:41][CH:42]=1)[C:31]1[CH:32]=[CH:33][CH:34]=[CH:35][CH:36]=1, predict the reactants needed to synthesize it. (4) Given the product [CH2:11]([C@@:18]12[CH2:31][CH2:30][C@:29]([O:36][Si:37]([CH2:42][CH3:43])([CH2:40][CH3:41])[CH2:38][CH3:39])([C:32]([F:34])([F:35])[F:33])[CH2:28][C@H:27]1[CH:26]=[C:25]([CH3:44])[C:24]1[CH:23]=[C:22]([C:45]([NH:49][C:50]3[C:51]([CH3:56])=[N:52][CH:53]=[CH:54][CH:55]=3)=[O:46])[CH:21]=[CH:20][C:19]2=1)[C:12]1[CH:17]=[CH:16][CH:15]=[CH:14][CH:13]=1, predict the reactants needed to synthesize it. The reactants are: [Li+].C[Si]([N-][Si](C)(C)C)(C)C.[CH2:11]([C@@:18]12[CH2:31][CH2:30][C@:29]([O:36][Si:37]([CH2:42][CH3:43])([CH2:40][CH3:41])[CH2:38][CH3:39])([C:32]([F:35])([F:34])[F:33])[CH2:28][C@H:27]1[CH:26]=[C:25]([CH3:44])[C:24]1[CH:23]=[C:22]([C:45](OC)=[O:46])[CH:21]=[CH:20][C:19]2=1)[C:12]1[CH:17]=[CH:16][CH:15]=[CH:14][CH:13]=1.[NH2:49][C:50]1[C:51]([CH3:56])=[N:52][CH:53]=[CH:54][CH:55]=1.C([O-])(O)=O.[Na+]. (5) Given the product [Cl:1][C:2]1[C:3]([O:52][C:43]2[CH:44]=[CH:45][C:46]([C:48]([F:49])([F:50])[F:51])=[CH:47][C:42]=2[C:39]2[CH:40]=[CH:41][N:36]=[N:37][CH:38]=2)=[CH:4][C:5]([F:28])=[C:6]([S:8]([N:11]([CH2:17][C:18]2[CH:23]=[CH:22][C:21]([O:24][CH3:25])=[CH:20][C:19]=2[O:26][CH3:27])[C:12]2[S:13][CH:14]=[N:15][N:16]=2)(=[O:10])=[O:9])[CH:7]=1, predict the reactants needed to synthesize it. The reactants are: [Cl:1][C:2]1[C:3](F)=[CH:4][C:5]([F:28])=[C:6]([S:8]([N:11]([CH2:17][C:18]2[CH:23]=[CH:22][C:21]([O:24][CH3:25])=[CH:20][C:19]=2[O:26][CH3:27])[C:12]2[S:13][CH:14]=[N:15][N:16]=2)(=[O:10])=[O:9])[CH:7]=1.C(=O)([O-])[O-].[K+].[K+].[N:36]1[CH:41]=[CH:40][C:39]([C:42]2[CH:47]=[C:46]([C:48]([F:51])([F:50])[F:49])[CH:45]=[CH:44][C:43]=2[OH:52])=[CH:38][N:37]=1. (6) Given the product [CH3:29][O:30][C:31]1[CH:32]=[C:33]2[C:38](=[CH:39][C:40]=1[O:41][CH3:42])[N:37]=[CH:36][CH:35]=[C:34]2[O:43][C:44]1[CH:50]=[CH:49][C:47]([NH:48][C:64]([NH:63][C:61](=[O:62])[CH2:60][CH2:59][C:54]2[CH:55]=[CH:56][CH:57]=[CH:58][C:53]=2[CH3:52])=[S:65])=[CH:46][C:45]=1[F:51], predict the reactants needed to synthesize it. The reactants are: S(Cl)(Cl)=O.CC1C=CC=CC=1CCC(O)=O.CC1C=CC=CC=1CCC(Cl)=O.[CH3:29][O:30][C:31]1[CH:32]=[C:33]2[C:38](=[CH:39][C:40]=1[O:41][CH3:42])[N:37]=[CH:36][CH:35]=[C:34]2[O:43][C:44]1[CH:50]=[CH:49][C:47]([NH2:48])=[CH:46][C:45]=1[F:51].[CH3:52][C:53]1[CH:58]=[CH:57][CH:56]=[CH:55][C:54]=1[CH2:59][CH2:60][C:61]([N:63]=[C:64]=[S:65])=[O:62].